From a dataset of HIV replication inhibition screening data with 41,000+ compounds from the AIDS Antiviral Screen. Binary Classification. Given a drug SMILES string, predict its activity (active/inactive) in a high-throughput screening assay against a specified biological target. (1) The compound is CCN(CC)CCN(C(=Nc1ccccc1)N1CCOCC1)c1ccccc1. The result is 0 (inactive). (2) The drug is C1=C(c2ccccc2)SC(N2CCCCC2)S1. The result is 0 (inactive). (3) The compound is CCn1c2c(c3ccccc31)C(c1ccccc1)CC1C(=O)N(c3ccccc3)C(=O)C21. The result is 0 (inactive). (4) The drug is Cc1ccsc1C(=S)Nc1ccc(Cl)c(C(=O)OC(C(C)C)C(C)C)c1. The result is 1 (active). (5) The molecule is O=C(NCC(Cl)=CCl)Nc1cccc2c1CCCC2. The result is 0 (inactive). (6) The drug is COC1C2c3ccccc3C(C#N)(Cc3ccc4c(c32)OCO4)N1C(=O)c1ccccc1. The result is 0 (inactive). (7) The compound is COc1ccc(CCc2ncc[nH]2)cc1OC. The result is 0 (inactive).